Dataset: Full USPTO retrosynthesis dataset with 1.9M reactions from patents (1976-2016). Task: Predict the reactants needed to synthesize the given product. (1) Given the product [CH3:17][C:15]1[NH:12][N:11]([C:4]2[CH:5]=[CH:6][C:7]([N+:8]([O-:10])=[O:9])=[C:2]([CH3:1])[CH:3]=2)[C:13](=[O:18])[CH:14]=1, predict the reactants needed to synthesize it. The reactants are: [CH3:1][C:2]1[CH:3]=[C:4]([NH:11][NH2:12])[CH:5]=[CH:6][C:7]=1[N+:8]([O-:10])=[O:9].[C:13](OC)(=[O:18])[CH2:14][C:15]([CH3:17])=O. (2) Given the product [CH2:14]([C:3]1([N:2]([CH3:1])[CH3:16])[CH2:4][CH2:5][C:6]2([CH2:10][NH:9][C:8](=[O:11])[CH2:7]2)[CH2:12][CH2:13]1)[CH2:17][CH2:18][CH3:19], predict the reactants needed to synthesize it. The reactants are: [CH3:1][N:2]([CH3:16])[C:3]1([C:14]#N)[CH2:13][CH2:12][C:6]2([CH2:10][NH:9][C:8](=[O:11])[CH2:7]2)[CH2:5][CH2:4]1.[CH2:17]([Mg]Cl)[CH2:18][CH2:19]C.[Cl-].[NH4+]. (3) Given the product [CH3:1][C@@H:2]1[CH2:6][CH2:5][CH2:4][N:3]1[CH2:7][C@@H:8]1[CH2:12][CH2:11][CH2:10][N:9]1[C:13]([C:15]1[CH:20]=[CH:19][C:18]([C:31]2[S:35][C:34]([C:36]([N:38]3[CH2:42][CH2:41][CH2:40][CH2:39]3)=[O:37])=[CH:33][CH:32]=2)=[CH:17][CH:16]=1)=[O:14], predict the reactants needed to synthesize it. The reactants are: [CH3:1][C@@H:2]1[CH2:6][CH2:5][CH2:4][N:3]1[CH2:7][C@@H:8]1[CH2:12][CH2:11][CH2:10][N:9]1[C:13]([C:15]1[CH:20]=[CH:19][C:18](B2OC(C)(C)C(C)(C)O2)=[CH:17][CH:16]=1)=[O:14].Br[C:31]1[S:35][C:34]([C:36]([N:38]2[CH2:42][CH2:41][CH2:40][CH2:39]2)=[O:37])=[CH:33][CH:32]=1. (4) Given the product [Br:8][C:5]1[CH:6]=[CH:7][C:2]([CH2:22][CH2:21][CH2:20][NH:19][C:17]([O:16][CH2:15][C:9]2[CH:10]=[CH:11][CH:12]=[CH:13][CH:14]=2)=[O:18])=[CH:3][CH:4]=1, predict the reactants needed to synthesize it. The reactants are: Br[C:2]1[CH:7]=[CH:6][C:5]([Br:8])=[CH:4][CH:3]=1.[C:9]1([CH2:15][O:16][C:17]([NH:19][CH2:20][CH:21]=[CH2:22])=[O:18])[CH:14]=[CH:13][CH:12]=[CH:11][CH:10]=1.B1C2CCCC1CCC2.[OH-].[Na+]. (5) Given the product [CH3:1][O:2][C:3](=[O:31])[C:4]1[CH:9]=[C:8]([C:10]2[CH2:14][CH2:13][CH2:12][C:11]=2[C:15]2[CH:20]=[C:19]([Cl:21])[CH:18]=[CH:17][C:16]=2[O:22][CH2:23][C:24]2[CH:25]=[CH:26][CH:27]=[CH:28][CH:29]=2)[CH:7]=[CH:6][C:5]=1[NH:30][C:32](=[O:35])[CH2:33][CH3:34], predict the reactants needed to synthesize it. The reactants are: [CH3:1][O:2][C:3](=[O:31])[C:4]1[CH:9]=[C:8]([C:10]2[CH2:14][CH2:13][CH2:12][C:11]=2[C:15]2[CH:20]=[C:19]([Cl:21])[CH:18]=[CH:17][C:16]=2[O:22][CH2:23][C:24]2[CH:29]=[CH:28][CH:27]=[CH:26][CH:25]=2)[CH:7]=[CH:6][C:5]=1[NH2:30].[C:32](Cl)(=[O:35])[CH2:33][CH3:34].C(N(CC)CC)C. (6) Given the product [CH3:35][O:34][C:31]1[CH:30]=[CH:29][C:28]([NH:27][S:24]([C:19]2[CH:20]=[CH:21][CH:22]=[CH:23][C:18]=2[NH:17][C:6](=[O:8])[C:5]2[CH:4]=[CH:3][C:2]([F:1])=[CH:10][CH:9]=2)(=[O:26])=[O:25])=[CH:33][CH:32]=1, predict the reactants needed to synthesize it. The reactants are: [F:1][C:2]1[CH:10]=[CH:9][C:5]([C:6]([OH:8])=O)=[CH:4][CH:3]=1.C(Cl)(=O)C(Cl)=O.[NH2:17][C:18]1[CH:23]=[CH:22][CH:21]=[CH:20][C:19]=1[S:24]([NH:27][C:28]1[CH:33]=[CH:32][C:31]([O:34][CH3:35])=[CH:30][CH:29]=1)(=[O:26])=[O:25].C(N(CC)CC)C. (7) Given the product [CH2:3]1[C:4]2[C:9](=[CH:8][CH:7]=[CH:6][CH:5]=2)[CH2:1][N:2]1[C:10]1[C:19]2[C:14](=[CH:15][CH:16]=[C:17]([C:20]3[CH:21]=[C:22]4[CH:28]=[CH:27][NH:26][C:23]4=[N:24][CH:25]=3)[CH:18]=2)[N:13]=[CH:12][N:11]=1, predict the reactants needed to synthesize it. The reactants are: [CH2:1]1[C:9]2[C:4](=[CH:5][CH:6]=[CH:7][CH:8]=2)[CH2:3][N:2]1[C:10]1[C:19]2[C:14](=[CH:15][CH:16]=[C:17]([C:20]3[CH:21]=[C:22]4[CH:28]=[CH:27][N:26]([Si](C(C)C)(C(C)C)C(C)C)[C:23]4=[N:24][CH:25]=3)[CH:18]=2)[N:13]=[CH:12][N:11]=1.[F-].[Cs+]. (8) The reactants are: [CH2:1]([NH:6][CH2:7][C:8]1[CH:13]=[CH:12][C:11]([C:14]2[CH:19]=[CH:18][CH:17]=[CH:16][C:15]=2[C:20]2[N:24](C(C3C=CC=CC=3)(C3C=CC=CC=3)C3C=CC=CC=3)[N:23]=[N:22][N:21]=2)=[CH:10][CH:9]=1)[CH2:2][CH2:3][CH2:4][CH3:5].[OH-].[Na+].[C:46]([Cl:49])(Cl)=[O:47].[C:50]1([CH3:56])[CH:55]=[CH:54][CH:53]=[CH:52][CH:51]=1. Given the product [CH2:1]([N:6]([CH2:7][C:8]1[CH:13]=[CH:12][C:11]([C:14]2[CH:19]=[CH:18][CH:17]=[CH:16][C:15]=2[C:20]2[N:24]=[N:23][N:22]([C:56]([C:14]3[CH:19]=[CH:18][CH:17]=[CH:16][CH:15]=3)([C:8]3[CH:13]=[CH:12][CH:11]=[CH:10][CH:9]=3)[C:50]3[CH:55]=[CH:54][CH:53]=[CH:52][CH:51]=3)[N:21]=2)=[CH:10][CH:9]=1)[C:46]([Cl:49])=[O:47])[CH2:2][CH2:3][CH2:4][CH3:5], predict the reactants needed to synthesize it. (9) The reactants are: Cl.[NH2:2][C:3]1[CH:8]=[CH:7][C:6]([N:9]2[CH2:13][CH2:12][C@@H:11]([NH:14][C:15](=[O:17])[CH3:16])[CH2:10]2)=[CH:5][CH:4]=1.CCN(C(C)C)C(C)C.N1(/[C:32](/[NH:41][C:42](=[O:48])[O:43][C:44]([CH3:47])([CH3:46])[CH3:45])=[N:33]\[C:34](=[O:40])[O:35][C:36]([CH3:39])([CH3:38])[CH3:37])C=CC=N1. Given the product [C:44]([O:43][C:42](=[O:48])[NH:41]/[C:32](/[NH:2][C:3]1[CH:4]=[CH:5][C:6]([N:9]2[CH2:13][CH2:12][C@@H:11]([NH:14][C:15](=[O:17])[CH3:16])[CH2:10]2)=[CH:7][CH:8]=1)=[N:33]/[C:34](=[O:40])[O:35][C:36]([CH3:39])([CH3:38])[CH3:37])([CH3:47])([CH3:45])[CH3:46], predict the reactants needed to synthesize it. (10) The reactants are: O.[SH-:2].[Na+].F[C:5]1[CH:13]=[CH:12][C:8]([C:9]([OH:11])=[O:10])=[CH:7][C:6]=1[S:14]([N:17]1[CH2:22][CH2:21][O:20][CH2:19][CH2:18]1)(=[O:16])=[O:15]. Given the product [SH:2][C:5]1[CH:13]=[CH:12][C:8]([C:9]([OH:11])=[O:10])=[CH:7][C:6]=1[S:14]([N:17]1[CH2:22][CH2:21][O:20][CH2:19][CH2:18]1)(=[O:16])=[O:15], predict the reactants needed to synthesize it.